From a dataset of Forward reaction prediction with 1.9M reactions from USPTO patents (1976-2016). Predict the product of the given reaction. (1) Given the reactants [CH2:1]([O:8][N:9]1[C:15](=[O:16])[N:14]2[CH2:17][C@H:10]1[CH2:11][CH2:12][C@@H:13]2[C:18]([OH:20])=O)[C:2]1[CH:7]=[CH:6][CH:5]=[CH:4][CH:3]=1.CCN=C=NCCCN(C)C.Cl.[CH:33]1[CH:34]=[CH:35][C:36]2N(O)[N:40]=[N:39][C:37]=2C=1.[C:43]([O:47][C:48]([N:50]([C:52]([C@@H]1CCCNC1)=O)N)=[O:49])([CH3:46])([CH3:45])[CH3:44].CN(C)C=[O:63], predict the reaction product. The product is: [C:43]([O:47][C:48]([N:50]1[CH2:33][CH2:34][CH2:35][C@@H:36]([C:37]([NH:39][NH:40][C:18]([C@H:13]2[CH2:12][CH2:11][C@@H:10]3[CH2:17][N:14]2[C:15](=[O:16])[N:9]3[O:8][CH2:1][C:2]2[CH:3]=[CH:4][CH:5]=[CH:6][CH:7]=2)=[O:20])=[O:63])[CH2:52]1)=[O:49])([CH3:46])([CH3:45])[CH3:44]. (2) The product is: [OH:23][NH:22][C:19]([C:17]1[CH:16]=[CH:15][C:13]2[N:14]=[C:10]([N:7]3[CH2:6][CH2:5][N:4]([CH:1]([CH3:2])[CH3:3])[CH2:9][CH2:8]3)[S:11][C:12]=2[CH:18]=1)=[NH:20]. Given the reactants [CH:1]([N:4]1[CH2:9][CH2:8][N:7]([C:10]2[S:11][C:12]3[CH:18]=[C:17]([C:19]#[N:20])[CH:16]=[CH:15][C:13]=3[N:14]=2)[CH2:6][CH2:5]1)([CH3:3])[CH3:2].Cl.[NH2:22][OH:23].O.C(=O)([O-])[O-].[K+].[K+], predict the reaction product.